Regression. Given a peptide amino acid sequence and an MHC pseudo amino acid sequence, predict their binding affinity value. This is MHC class I binding data. From a dataset of Peptide-MHC class I binding affinity with 185,985 pairs from IEDB/IMGT. (1) The peptide sequence is IPYLRNYMV. The MHC is H-2-Dd with pseudo-sequence H-2-Dd. The binding affinity (normalized) is 0. (2) The peptide sequence is HHYSQAAVL. The MHC is HLA-B57:01 with pseudo-sequence HLA-B57:01. The binding affinity (normalized) is 0.0847.